Task: Predict the product of the given reaction.. Dataset: Forward reaction prediction with 1.9M reactions from USPTO patents (1976-2016) (1) Given the reactants Cl.Cl.[CH2:3]([O:5][C:6](=[O:28])[CH2:7][C:8]1[CH:13]=[CH:12][CH:11]=[C:10]([C:14]2[CH:19]=[CH:18][C:17]([C:20]([F:23])([F:22])[F:21])=[CH:16][C:15]=2[CH2:24][NH:25][CH2:26][CH3:27])[N:9]=1)[CH3:4].[CH:29]1([C:32](Cl)=[O:33])[CH2:31][CH2:30]1, predict the reaction product. The product is: [CH2:3]([O:5][C:6](=[O:28])[CH2:7][C:8]1[CH:13]=[CH:12][CH:11]=[C:10]([C:14]2[CH:19]=[CH:18][C:17]([C:20]([F:21])([F:23])[F:22])=[CH:16][C:15]=2[CH2:24][N:25]([C:32]([CH:29]2[CH2:31][CH2:30]2)=[O:33])[CH2:26][CH3:27])[N:9]=1)[CH3:4]. (2) Given the reactants Br[C:2]1[CH:3]=[N:4][C:5]2[N:6]([CH:8]=[C:9]([CH2:11][O:12][C:13]3[CH:18]=[CH:17][C:16]([F:19])=[CH:15][CH:14]=3)[N:10]=2)[CH:7]=1.[Cl:20][C:21]1[CH:26]=[CH:25][C:24](B(O)O)=[C:23]([O:30][CH3:31])[CH:22]=1, predict the reaction product. The product is: [Cl:20][C:21]1[CH:26]=[CH:25][C:24]([C:2]2[CH:3]=[N:4][C:5]3[N:6]([CH:8]=[C:9]([CH2:11][O:12][C:13]4[CH:18]=[CH:17][C:16]([F:19])=[CH:15][CH:14]=4)[N:10]=3)[CH:7]=2)=[C:23]([O:30][CH3:31])[CH:22]=1. (3) Given the reactants [OH:1][C:2]1[C:3]([CH2:27][OH:28])=[C:4]([CH2:9][NH:10][C:11]([C:13]2[CH:18]=[CH:17][C:16]([C:19]3[CH:24]=[CH:23][C:22](C#N)=[CH:21][CH:20]=3)=[CH:15][CH:14]=2)=[O:12])[CH:5]=[N:6][C:7]=1[CH3:8].[C-:29]#[N:30].[K+].[C:32]([OH:35])(=O)C, predict the reaction product. The product is: [CH3:32][O:35][C:27](=[O:28])[C:3]1[C:4]([CH2:9][NH:10][C:11]([C:13]2([C:29]#[N:30])[CH:14]=[CH:15][C:16]([C:19]3[CH:24]=[CH:23][CH:22]=[CH:21][CH:20]=3)=[CH:17][CH2:18]2)=[O:12])=[CH:5][N:6]=[C:7]([CH3:8])[C:2]=1[OH:1]. (4) Given the reactants C(OC1C(Cl)=CC(C(O)=O)=CC=1Cl)C=C.[CH2:16]([O:23][CH:24]1[CH:28]([NH:29][C:30]([CH:32]2[CH2:36][CH2:35][CH2:34][N:33]2[C:37](=[O:55])[CH:38]([NH:40][C:41](=[O:54])[C:42]2[CH:47]=[C:46]([Cl:48])[C:45]([O:49][CH2:50][CH:51]=[CH2:52])=[C:44]([Cl:53])[CH:43]=2)[CH3:39])=[O:31])[CH2:27][C:26](=[O:56])[O:25]1)[C:17]1C=CC=CC=1, predict the reaction product. The product is: [CH2:16]([O:23][CH:24]1[CH:28]([NH:29][C:30]([CH:32]2[CH2:36][CH2:35][CH2:34][N:33]2[C:37](=[O:55])[CH:38]([NH:40][C:41](=[O:54])[C:42]2[CH:43]=[C:44]([Cl:53])[C:45]([O:49][CH2:50][CH:51]=[CH2:52])=[C:46]([Cl:48])[CH:47]=2)[CH3:39])=[O:31])[CH2:27][C:26](=[O:56])[O:25]1)[CH3:17].